Binary Classification. Given a drug SMILES string, predict its activity (active/inactive) in a high-throughput screening assay against a specified biological target. From a dataset of HIV replication inhibition screening data with 41,000+ compounds from the AIDS Antiviral Screen. (1) The compound is CC1(C)c2ccccc2N2OC3C(=O)N(c4ccccc4)C(=O)C3C21c1ccccc1. The result is 0 (inactive). (2) The molecule is Nc1nc2c(c(-c3ccccc3Cl)n1)COCC2=Cc1ccccc1Cl. The result is 0 (inactive). (3) The drug is Clc1ccc([N+]2=C3C=Cc4ccccc4[O+]3[Ni-2]23[N+](c2ccc(Cl)cc2)=C2C=Cc4ccccc4[O+]23)cc1. The result is 0 (inactive). (4) The drug is Cc1c(C)c2c(c(N)c1C#N)C(=O)N(N)C2=O. The result is 0 (inactive). (5) The molecule is O=C(CC(=NO)C(F)(F)F)c1cccs1. The result is 0 (inactive). (6) The drug is Nc1ncnc2c(C3OC(CO)C(O)C3O)c[nH]c12. The result is 0 (inactive). (7) The compound is c1cc2c3c(c1)ccc[n+]3[Mn]1(O2)Oc2cccc3ccc[n+]1c23. The result is 0 (inactive). (8) The compound is C1=C(c2ccccc2)OC(COCc2ccccc2)C(OCc2ccccc2)C1OCc1ccccc1. The result is 0 (inactive). (9) The molecule is C=CCN1C2Cc3cc(OC)c(OC)cc3C1Cc1cc(OC)c(OC)cc12.Cl. The result is 0 (inactive).